Dataset: Reaction yield outcomes from USPTO patents with 853,638 reactions. Task: Predict the reaction yield, written as a fraction of the theoretical maximum amount of product (1.0 means a 100% yield; for example, 0.34 means a 34% yield). (1) The reactants are [CH:1](=O)[C:2]1[CH:7]=[CH:6][CH:5]=[CH:4][CH:3]=1.[CH2:9]([O:11][C:12]([C:14]1[CH:15]=[N:16][N:17]([C:19]2[N:23]([CH2:24][O:25][CH2:26][CH2:27][O:28][CH3:29])[C:22]3[CH:30]=[C:31]([Cl:35])[C:32]([NH2:34])=[CH:33][C:21]=3[N:20]=2)[CH:18]=1)=[O:13])[CH3:10].NC1C(Cl)=CC2NC(N3C=C(C(O)=O)C=N3)=NC=2C=1.C(O[BH-](OC(=O)C)OC(=O)C)(=O)C.[Na+]. The catalyst is C1COCC1. The product is [CH2:9]([O:11][C:12]([C:14]1[CH:15]=[N:16][N:17]([C:19]2[N:23]([CH2:24][O:25][CH2:26][CH2:27][O:28][CH3:29])[C:22]3[CH:30]=[C:31]([Cl:35])[C:32]([N:34]=[CH:1][C:2]4[CH:7]=[CH:6][CH:5]=[CH:4][CH:3]=4)=[CH:33][C:21]=3[N:20]=2)[CH:18]=1)=[O:13])[CH3:10]. The yield is 0.780. (2) The reactants are [CH2:1]([O:8][C:9]1[N:14]=[CH:13][C:12]([OH:15])=[CH:11][CH:10]=1)[C:2]1[CH:7]=[CH:6][CH:5]=[CH:4][CH:3]=1.O1CCCC1.Br[CH2:22][C:23]([O:25][CH2:26][CH3:27])=[O:24]. No catalyst specified. The product is [CH2:26]([O:25][C:23](=[O:24])[CH2:22][O:15][C:12]1[CH:13]=[N:14][C:9]([O:8][CH2:1][C:2]2[CH:3]=[CH:4][CH:5]=[CH:6][CH:7]=2)=[CH:10][CH:11]=1)[CH3:27]. The yield is 0.900. (3) The reactants are C(N(C(C)C)CC)(C)C.CN(C(ON1N=NC2C=CC=CC1=2)=[N+](C)C)C.F[P-](F)(F)(F)(F)F.[CH3:34][N:35]([CH3:42])[CH:36]1[CH2:41][CH2:40][NH:39][CH2:38][CH2:37]1.[CH2:43]([O:45][C:46](=[O:58])[CH2:47][N:48]1[CH:52]=[CH:51][N:50]=[C:49]1[CH2:53][CH2:54][C:55](O)=[O:56])[CH3:44]. The catalyst is C(Cl)(Cl)Cl. The product is [CH3:34][N:35]([CH3:42])[CH:36]1[CH2:41][CH2:40][N:39]([C:55](=[O:56])[CH2:54][CH2:53][C:49]2[N:48]([CH2:47][C:46]([O:45][CH2:43][CH3:44])=[O:58])[CH:52]=[CH:51][N:50]=2)[CH2:38][CH2:37]1. The yield is 0.350.